Task: Predict the reaction yield, written as a fraction of the theoretical maximum amount of product (1.0 means a 100% yield; for example, 0.34 means a 34% yield).. Dataset: Reaction yield outcomes from USPTO patents with 853,638 reactions The reactants are [C:1]([O:7][CH2:8][C@H:9]([C:11]1[C:16]([CH3:17])=[CH:15][C:14]([N+:18]([O-:20])=[O:19])=[CH:13][C:12]=1[Br:21])[OH:10])(=[O:6])[C:2]([CH3:5])([CH3:4])[CH3:3].C([O-])(O)=O.[Na+]. The catalyst is C(OC(C)=O)(C)(C)C. The product is [C:1]([O:7][CH2:8][C@H:9]([C:11]1[C:16]([CH3:17])=[CH:15][C:14]([N+:18]([O-:20])=[O:19])=[CH:13][C:12]=1[Br:21])[O:10][C:2]([CH3:4])([CH3:3])[CH3:1])(=[O:6])[C:2]([CH3:5])([CH3:4])[CH3:3]. The yield is 0.620.